Task: Predict the reactants needed to synthesize the given product.. Dataset: Full USPTO retrosynthesis dataset with 1.9M reactions from patents (1976-2016) Given the product [CH2:1]([O:8][C:9]([C:18]1[CH:23]=[CH:22][C:21]([N:24]2[CH2:29][CH2:28][NH:27][CH2:26][CH2:25]2)=[C:20](/[CH:37]=[CH:38]\[CH3:39])[CH:19]=1)([C:10]([F:11])([F:12])[F:13])[C:14]([F:16])([F:17])[F:15])[C:2]1[CH:3]=[CH:4][CH:5]=[CH:6][CH:7]=1, predict the reactants needed to synthesize it. The reactants are: [CH2:1]([O:8][C:9]([C:18]1[CH:23]=[CH:22][C:21]([N:24]2[CH2:29][CH2:28][N:27](C(OC(C)(C)C)=O)[CH2:26][CH2:25]2)=[C:20](/[CH:37]=[CH:38]\[CH3:39])[CH:19]=1)([C:14]([F:17])([F:16])[F:15])[C:10]([F:13])([F:12])[F:11])[C:2]1[CH:7]=[CH:6][CH:5]=[CH:4][CH:3]=1.FC(F)(F)C(O)=O.C(=O)([O-])O.[Na+].